This data is from Peptide-MHC class I binding affinity with 185,985 pairs from IEDB/IMGT. The task is: Regression. Given a peptide amino acid sequence and an MHC pseudo amino acid sequence, predict their binding affinity value. This is MHC class I binding data. (1) The peptide sequence is RSLQHLSTV. The MHC is H-2-Db with pseudo-sequence H-2-Db. The binding affinity (normalized) is 0.427. (2) The peptide sequence is IMLIIFWFSL. The MHC is HLA-A68:02 with pseudo-sequence HLA-A68:02. The binding affinity (normalized) is 0. (3) The binding affinity (normalized) is 0.779. The MHC is HLA-A02:06 with pseudo-sequence HLA-A02:06. The peptide sequence is LIDFYLCFL. (4) The binding affinity (normalized) is 0.175. The MHC is HLA-A24:02 with pseudo-sequence HLA-A24:02. The peptide sequence is AYANSVFNI. (5) The peptide sequence is MPVTHSSAAQ. The MHC is HLA-B51:01 with pseudo-sequence HLA-B51:01. The binding affinity (normalized) is 0. (6) The peptide sequence is RFFKHFMSL. The MHC is HLA-B40:13 with pseudo-sequence HLA-B40:13. The binding affinity (normalized) is 0.834. (7) The peptide sequence is YLAPSYRNF. The MHC is HLA-A24:03 with pseudo-sequence HLA-A24:03. The binding affinity (normalized) is 0.739. (8) The peptide sequence is LTTVFIKYV. The MHC is Mamu-A01 with pseudo-sequence Mamu-A01. The binding affinity (normalized) is 0.567.